Dataset: Peptide-MHC class I binding affinity with 185,985 pairs from IEDB/IMGT. Task: Regression. Given a peptide amino acid sequence and an MHC pseudo amino acid sequence, predict their binding affinity value. This is MHC class I binding data. (1) The peptide sequence is WPTVRERM. The MHC is HLA-A33:01 with pseudo-sequence HLA-A33:01. The binding affinity (normalized) is 0.351. (2) The peptide sequence is ETDRWGLTK. The MHC is HLA-A11:01 with pseudo-sequence HLA-A11:01. The binding affinity (normalized) is 0.418. (3) The peptide sequence is ATISYRIKL. The MHC is HLA-B44:02 with pseudo-sequence HLA-B44:02. The binding affinity (normalized) is 0.0847. (4) The MHC is HLA-A68:02 with pseudo-sequence HLA-A68:02. The binding affinity (normalized) is 0.787. The peptide sequence is TAIANQATV. (5) The peptide sequence is VESMNKEL. The MHC is Mamu-A11 with pseudo-sequence Mamu-A11. The binding affinity (normalized) is 0.